Dataset: Forward reaction prediction with 1.9M reactions from USPTO patents (1976-2016). Task: Predict the product of the given reaction. The product is: [ClH:27].[ClH:51].[Cl:27][C:28]1[CH:33]=[C:32]([C:2]2[CH:3]=[C:4]3[C:9](=[CH:10][CH:11]=2)[N:8]=[CH:7][C:6]([C:12](=[O:14])[CH3:13])=[C:5]3[NH:15][C:16]2[CH:17]=[N:18][N:19]([CH:21]3[CH2:25][CH2:24][N:23]([CH3:26])[CH2:22]3)[CH:20]=2)[CH:31]=[C:30]([Cl:43])[C:29]=1[OH:44]. Given the reactants Br[C:2]1[CH:3]=[C:4]2[C:9](=[CH:10][CH:11]=1)[N:8]=[CH:7][C:6]([C:12](=[O:14])[CH3:13])=[C:5]2[NH:15][C:16]1[CH:17]=[N:18][N:19]([CH:21]2[CH2:25][CH2:24][N:23]([CH3:26])[CH2:22]2)[CH:20]=1.[Cl:27][C:28]1[CH:33]=[C:32](B2OC(C)(C)C(C)(C)O2)[CH:31]=[C:30]([Cl:43])[C:29]=1[OH:44].C([O-])([O-])=O.[Cs+].[Cs+].[ClH:51], predict the reaction product.